Binary Classification. Given a drug SMILES string, predict its activity (active/inactive) in a high-throughput screening assay against a specified biological target. From a dataset of Cav3 T-type calcium channel HTS with 100,875 compounds. (1) The compound is S(c1n(c(nn1)c1nccnc1)C)CC(=O)c1ccc(F)cc1. The result is 0 (inactive). (2) The molecule is S1(=O)(=O)N(C(c2c1cc(cc2)C(F)(F)F)CC(OCC)=O)Cc1ccccc1. The result is 0 (inactive).